This data is from Catalyst prediction with 721,799 reactions and 888 catalyst types from USPTO. The task is: Predict which catalyst facilitates the given reaction. (1) Reactant: [C:1]([OH:20])(=[O:19])[CH2:2][CH2:3][CH2:4][CH2:5][CH2:6][CH2:7][CH2:8]/[CH:9]=[CH:10]\[CH2:11][CH2:12][CH2:13][CH2:14][CH2:15][CH2:16][CH2:17][CH3:18].[CH2:21](O)[CH3:22]. Product: [C:1]([O:20][CH2:21][CH3:22])(=[O:19])[CH2:2][CH2:3][CH2:4][CH2:5][CH2:6][CH2:7][CH2:8]/[CH:9]=[CH:10]\[CH2:11][CH2:12][CH2:13][CH2:14][CH2:15][CH2:16][CH2:17][CH3:18]. The catalyst class is: 28. (2) Reactant: [CH2:1]([NH:8][C:9](=[O:41])[C@@H:10]([NH:25][C:26]([C:28]1[CH:37]=[CH:36][C:35]2[C:30](=[CH:31][CH:32]=[C:33]([N:38]([CH3:40])[CH3:39])[CH:34]=2)[CH:29]=1)=[O:27])[CH2:11][CH2:12][CH2:13][NH:14]C(=O)OCC1C=CC=CC=1)[C:2]1[CH:7]=[CH:6][CH:5]=[CH:4][CH:3]=1. Product: [NH2:14][CH2:13][CH2:12][CH2:11][C@H:10]([NH:25][C:26]([C:28]1[CH:37]=[CH:36][C:35]2[C:30](=[CH:31][CH:32]=[C:33]([N:38]([CH3:40])[CH3:39])[CH:34]=2)[CH:29]=1)=[O:27])[C:9]([NH:8][CH2:1][C:2]1[CH:3]=[CH:4][CH:5]=[CH:6][CH:7]=1)=[O:41]. The catalyst class is: 19.